This data is from Forward reaction prediction with 1.9M reactions from USPTO patents (1976-2016). The task is: Predict the product of the given reaction. The product is: [CH3:1][O:2][C:3](=[O:22])[C:4]1[CH:9]=[CH:8][C:7]([CH:23]2[CH2:26][CH2:25][CH2:24]2)=[C:6]([C:18]([F:21])([F:20])[F:19])[CH:5]=1. Given the reactants [CH3:1][O:2][C:3](=[O:22])[C:4]1[CH:9]=[CH:8][C:7](OS(C(F)(F)F)(=O)=O)=[C:6]([C:18]([F:21])([F:20])[F:19])[CH:5]=1.[CH:23]1(B(O)O)[CH2:26][CH2:25][CH2:24]1.C(=O)([O-])[O-].[Cs+].[Cs+].C(=O)(O)[O-].[Na+], predict the reaction product.